This data is from Catalyst prediction with 721,799 reactions and 888 catalyst types from USPTO. The task is: Predict which catalyst facilitates the given reaction. (1) Reactant: I[C:2]1[CH:3]=[C:4]([CH:19]=[CH:20][CH:21]=1)[CH2:5][N:6]1[C:11]2[CH:12]=[C:13]([CH:16]=[O:17])[CH:14]=[CH:15][C:10]=2[O:9][CH2:8][C:7]1=[O:18].[N:22]1[CH:27]=[CH:26][C:25](B(O)O)=[CH:24][CH:23]=1.C([O-])([O-])=O.[Na+].[Na+].O. Product: [O:18]=[C:7]1[N:6]([CH2:5][C:4]2[CH:19]=[CH:20][CH:21]=[C:2]([C:25]3[CH:26]=[CH:27][N:22]=[CH:23][CH:24]=3)[CH:3]=2)[C:11]2[CH:12]=[C:13]([CH:16]=[O:17])[CH:14]=[CH:15][C:10]=2[O:9][CH2:8]1. The catalyst class is: 128. (2) Reactant: [Br:1][C:2]1[CH:3]=[CH:4][CH:5]=[C:6]2[C:10]=1[NH:9][C:8]([C:11]([O:13][CH2:14][CH3:15])=[O:12])=[C:7]2[CH2:16][CH2:17][CH2:18][O:19][C:20]1[C:29]2[C:24](=[CH:25][CH:26]=[CH:27][CH:28]=2)[CH:23]=[CH:22][CH:21]=1.[H-].[Na+].[CH3:32][O:33][CH2:34]Cl. Product: [Br:1][C:2]1[CH:3]=[CH:4][CH:5]=[C:6]2[C:10]=1[N:9]([CH2:32][O:33][CH3:34])[C:8]([C:11]([O:13][CH2:14][CH3:15])=[O:12])=[C:7]2[CH2:16][CH2:17][CH2:18][O:19][C:20]1[C:29]2[C:24](=[CH:25][CH:26]=[CH:27][CH:28]=2)[CH:23]=[CH:22][CH:21]=1. The catalyst class is: 1.